Dataset: Forward reaction prediction with 1.9M reactions from USPTO patents (1976-2016). Task: Predict the product of the given reaction. (1) Given the reactants C1([C:4]2([N:7]([CH2:40][C:41]3[CH:46]=[C:45]([CH2:47][CH2:48][CH2:49][O:50][CH3:51])[CH:44]=[C:43]([OH:52])[CH:42]=3)[C:8](=[O:39])[CH:9]([CH2:19][C:20]3[CH:25]=[CH:24][C:23]([O:26][CH2:27][CH2:28][O:29][C:30]4[C:35]([Cl:36])=[CH:34][C:33]([CH3:37])=[CH:32][C:31]=4[Cl:38])=[CH:22][CH:21]=3)[CH2:10][NH:11][C:12](=[O:18])[O:13][C:14]([CH3:17])([CH3:16])[CH3:15])[CH2:6][CH2:5]2)CC1.[N:53]1[CH:58]=[CH:57][CH:56]=[CH:55][C:54]=1[CH2:59][CH2:60]O.N(C(N1CCCCC1)=O)=NC(N1CCCCC1)=O.C(P(CCCC)CCCC)CCC, predict the reaction product. The product is: [CH:4]1([N:7]([CH2:40][C:41]2[CH:42]=[C:43]([O:52][CH2:60][CH2:59][C:54]3[CH:55]=[CH:56][CH:57]=[CH:58][N:53]=3)[CH:44]=[C:45]([CH2:47][CH2:48][CH2:49][O:50][CH3:51])[CH:46]=2)[C:8](=[O:39])[CH:9]([CH2:19][C:20]2[CH:25]=[CH:24][C:23]([O:26][CH2:27][CH2:28][O:29][C:30]3[C:35]([Cl:36])=[CH:34][C:33]([CH3:37])=[CH:32][C:31]=3[Cl:38])=[CH:22][CH:21]=2)[CH2:10][NH:11][C:12](=[O:18])[O:13][C:14]([CH3:16])([CH3:17])[CH3:15])[CH2:5][CH2:6]1. (2) The product is: [CH3:13][N:9]([CH2:10][CH2:11][CH3:12])[C:7](=[O:8])[C:6]1[CH:5]=[C:4]([CH:16]=[C:15]([C:17]2[O:18][CH:19]=[CH:20][N:21]=2)[CH:14]=1)[C:3]([OH:22])=[O:2]. Given the reactants C[O:2][C:3](=[O:22])[C:4]1[CH:16]=[C:15]([C:17]2[O:18][CH:19]=[CH:20][N:21]=2)[CH:14]=[C:6]([C:7]([N:9]([CH3:13])[CH2:10][CH2:11][CH3:12])=[O:8])[CH:5]=1.[OH-].[Li+], predict the reaction product.